From a dataset of Catalyst prediction with 721,799 reactions and 888 catalyst types from USPTO. Predict which catalyst facilitates the given reaction. (1) Reactant: [Br:1][C:2]1[C:7]([CH3:8])=[CH:6][C:5]([OH:9])=[C:4]([F:10])[CH:3]=1.[N+:11]([O-])([OH:13])=[O:12]. Product: [Br:1][C:2]1[CH:3]=[C:4]([F:10])[C:5]([OH:9])=[C:6]([N+:11]([O-:13])=[O:12])[C:7]=1[CH3:8]. The catalyst class is: 671. (2) Reactant: C([O:5][C:6]([C:8]1[C:13]([O:14][CH2:15][C:16]2[CH:21]=[CH:20][CH:19]=[CH:18][CH:17]=2)=[C:12]([OH:22])[N:11]=[C:10]([CH2:23][C:24]2([N:29]3[C:33]4=[N:34][CH:35]=[CH:36][CH:37]=[C:32]4[CH:31]=[CH:30]3)[CH2:28][CH2:27][CH2:26][CH2:25]2)[N:9]=1)=[O:7])(C)(C)C.O.[OH-].[Li+].C(OCC)(=O)C. Product: [CH2:15]([O:14][C:13]1[C:8]([C:6]([OH:7])=[O:5])=[N:9][C:10]([CH2:23][C:24]2([N:29]3[C:33]4=[N:34][CH:35]=[CH:36][CH:37]=[C:32]4[CH:31]=[CH:30]3)[CH2:28][CH2:27][CH2:26][CH2:25]2)=[N:11][C:12]=1[OH:22])[C:16]1[CH:17]=[CH:18][CH:19]=[CH:20][CH:21]=1. The catalyst class is: 30. (3) The catalyst class is: 11. Reactant: [NH2:1][C:2]1[CH:10]=[C:9]([F:11])[CH:8]=[CH:7][C:3]=1[C:4](O)=O.C(O)(=O)[C:13]1[C:14](=[CH:16]C=CC=1)[NH2:15].[CH:22]([CH:25]1[CH2:30][C:29](=O)[CH2:28][C:27](=[O:32])[CH2:26]1)([CH3:24])[CH3:23].CC1(C)CC(=O)CC(=O)C1. Product: [F:11][C:9]1[CH:8]=[CH:7][C:3]2[C:4]3[C:28]4[C:27](=[O:32])[CH2:26][CH:25]([CH:22]([CH3:23])[CH3:24])[CH2:30][C:29]=4[N:15]=[C:14]([CH3:16])[C:13]=3[NH:1][C:2]=2[CH:10]=1.